Dataset: Forward reaction prediction with 1.9M reactions from USPTO patents (1976-2016). Task: Predict the product of the given reaction. (1) Given the reactants C1(P(C2C=CC=CC=2)C2C=CC=CC=2)C=CC=CC=1.[CH2:20]([O:22][C:23]([CH:25]1[CH2:30][CH2:29][N:28]([CH2:31][C:32]2[CH:41]=[CH:40][C:39]3[C:34](=[CH:35][CH:36]=[C:37]([OH:42])[CH:38]=3)[CH:33]=2)[CH2:27][CH2:26]1)=[O:24])[CH3:21].[CH:43]12[CH2:49][CH:46]([CH:47]=[CH:48]1)[CH2:45][CH:44]2O.C1(C)C=CC=CC=1.N(C(OC(C)C)=O)=NC(OC(C)C)=O, predict the reaction product. The product is: [CH2:20]([O:22][C:23]([CH:25]1[CH2:30][CH2:29][N:28]([CH2:31][C:32]2[CH:41]=[CH:40][C:39]3[C:34](=[CH:35][CH:36]=[C:37]([O:42][CH:48]4[CH2:47][CH:46]5[CH2:49][CH:43]4[CH:44]=[CH:45]5)[CH:38]=3)[CH:33]=2)[CH2:27][CH2:26]1)=[O:24])[CH3:21]. (2) Given the reactants CS(O[CH2:6][CH2:7][O:8][C:9]1[C:17]2[C:12](=[N:13][CH:14]=[N:15][C:16]=2[NH:18][C:19]2[CH:24]=[CH:23][C:22]([O:25][CH2:26][C:27]3[CH:32]=[CH:31][CH:30]=[C:29]([F:33])[CH:28]=3)=[C:21]([CH3:34])[CH:20]=2)[NH:11][N:10]=1)(=O)=O.[CH2:35]1[CH2:41][O:40][CH2:39][CH2:38][NH:37][CH2:36]1, predict the reaction product. The product is: [F:33][C:29]1[CH:28]=[C:27]([CH:32]=[CH:31][CH:30]=1)[CH2:26][O:25][C:22]1[CH:23]=[CH:24][C:19]([NH:18][C:16]2[N:15]=[CH:14][N:13]=[C:12]3[NH:11][N:10]=[C:9]([O:8][CH2:7][CH2:6][N:37]4[CH2:36][CH2:35][CH2:41][O:40][CH2:39][CH2:38]4)[C:17]=23)=[CH:20][C:21]=1[CH3:34]. (3) The product is: [ClH:33].[O:1]1[C:5]([C:6]2[CH:13]=[CH:12][CH:11]=[CH:10][C:7]=2[CH:8]([CH2:28][CH:29]=[CH2:30])[NH2:34])=[CH:4][C:3]2[CH:14]=[CH:15][CH:16]=[CH:17][C:2]1=2. Given the reactants [O:1]1[C:5]([C:6]2[CH:13]=[CH:12][CH:11]=[CH:10][C:7]=2[CH:8]=O)=[CH:4][C:3]2[CH:14]=[CH:15][CH:16]=[CH:17][C:2]1=2.C[Si](N[Si](C)(C)C)(C)C.[Li].[CH2:28]([Mg]Br)[CH:29]=[CH2:30].[Cl-:33].[NH4+:34], predict the reaction product. (4) Given the reactants [CH3:1][C:2]1([CH3:14])[C:6]([CH3:8])([CH3:7])[O:5][B:4]([C:9]2[CH:10]=[N:11][NH:12][CH:13]=2)[O:3]1.[H-].[Na+].CN(C)C=O.CS(O[CH:27]1[CH2:31][CH2:30][O:29][CH2:28]1)(=O)=O, predict the reaction product. The product is: [O:29]1[CH2:30][CH2:31][CH:27]([N:12]2[CH:13]=[C:9]([B:4]3[O:5][C:6]([CH3:7])([CH3:8])[C:2]([CH3:14])([CH3:1])[O:3]3)[CH:10]=[N:11]2)[CH2:28]1. (5) Given the reactants [C:1](Cl)(=[O:3])C.[OH:5][C:6]1([C:14]#N)[CH2:11][CH2:10][N:9]([O:12][CH3:13])[CH2:8][CH2:7]1.C[OH:17], predict the reaction product. The product is: [CH3:1][O:3][C:14]([C:6]1([OH:5])[CH2:11][CH2:10][N:9]([O:12][CH3:13])[CH2:8][CH2:7]1)=[O:17]. (6) Given the reactants [F:1][C:2]1[CH:7]=[CH:6][C:5]([F:8])=[CH:4][C:3]=1[C:9]1[CH2:17][N:12]2C(=O)[O:14][CH2:15][C@:11]2([C:18]2[CH:23]=[CH:22][CH:21]=[CH:20][CH:19]=2)[CH:10]=1.CCOC(C)=O.N1C=CN=C1.[CH3:35][C:36]([Si:39](Cl)([CH3:41])[CH3:40])([CH3:38])[CH3:37], predict the reaction product. The product is: [Si:39]([O:14][CH2:15][C:11]1([C:18]2[CH:23]=[CH:22][CH:21]=[CH:20][CH:19]=2)[CH:10]=[C:9]([C:3]2[CH:4]=[C:5]([F:8])[CH:6]=[CH:7][C:2]=2[F:1])[CH2:17][NH:12]1)([C:36]([CH3:38])([CH3:37])[CH3:35])([CH3:41])[CH3:40]. (7) Given the reactants [C:1]([C:5]1[CH:10]=[CH:9][C:8]([C:11]2[CH:19]=[CH:18][CH:17]=[C:16]3[C:12]=2[CH2:13][CH:14]([CH2:21][C:22]2([CH2:28][CH3:29])[CH2:27][CH2:26][CH2:25][CH2:24][CH2:23]2)[C:15]3=O)=[CH:7][CH:6]=1)([CH3:4])([CH3:3])[CH3:2].[BH4-].[Na+].C1(C)C=CC=CC=1.OS(O)(=O)=O, predict the reaction product. The product is: [C:1]([C:5]1[CH:10]=[CH:9][C:8]([C:11]2[CH:19]=[CH:18][CH:17]=[C:16]3[C:12]=2[CH2:13][C:14]([CH2:21][C:22]2([CH2:28][CH3:29])[CH2:23][CH2:24][CH2:25][CH2:26][CH2:27]2)=[CH:15]3)=[CH:7][CH:6]=1)([CH3:4])([CH3:3])[CH3:2]. (8) Given the reactants [CH3:1][O:2][C:3](=[O:16])[CH:4]([C:9]([CH2:14][CH3:15])([CH2:12][CH3:13])[CH2:10][CH3:11])C(OC)=O.[Li+].[Cl-].O, predict the reaction product. The product is: [CH3:1][O:2][C:3](=[O:16])[CH2:4][C:9]([CH2:14][CH3:15])([CH2:12][CH3:13])[CH2:10][CH3:11].